Dataset: Reaction yield outcomes from USPTO patents with 853,638 reactions. Task: Predict the reaction yield, written as a fraction of the theoretical maximum amount of product (1.0 means a 100% yield; for example, 0.34 means a 34% yield). (1) The reactants are Cl.[CH2:2]([O:4][C:5]([CH:7]1[CH2:12][CH2:11][N:10](CC2C=CC=CC=2)[CH2:9][C:8]1=[O:20])=[O:6])[CH3:3].[C:32]([O:31][C:29](O[C:29]([O:31][C:32]([CH3:35])([CH3:34])[CH3:33])=[O:30])=[O:30])([CH3:35])([CH3:34])[CH3:33].C(N(CC)CC)C.[H][H]. The catalyst is CCO.[OH-].[OH-].[Pd+2]. The product is [CH2:2]([O:4][C:5]([CH:7]1[CH2:12][CH2:11][N:10]([C:29]([O:31][C:32]([CH3:33])([CH3:34])[CH3:35])=[O:30])[CH2:9][C:8]1=[O:20])=[O:6])[CH3:3]. The yield is 0.720. (2) The reactants are [Cl:1][C:2]1[C:7]([C:8]2[C:19](=[O:20])[NH:18][C:11]3[N:12]=[C:13]([S:16][CH3:17])[N:14]=[CH:15][C:10]=3[CH:9]=2)=[C:6]([Cl:21])[CH:5]=[CH:4][C:3]=1[NH:22][C:23](=[O:34])[C:24]1[CH:29]=[CH:28][CH:27]=[C:26]([C:30]([F:33])([F:32])[F:31])[CH:25]=1.[H-].[Na+].I[CH3:38]. The catalyst is CN(C=O)C. The product is [Cl:1][C:2]1[C:7]([C:8]2[C:19](=[O:20])[N:18]([CH3:38])[C:11]3[N:12]=[C:13]([S:16][CH3:17])[N:14]=[CH:15][C:10]=3[CH:9]=2)=[C:6]([Cl:21])[CH:5]=[CH:4][C:3]=1[NH:22][C:23](=[O:34])[C:24]1[CH:29]=[CH:28][CH:27]=[C:26]([C:30]([F:32])([F:33])[F:31])[CH:25]=1. The yield is 0.980. (3) The reactants are [CH3:1][C:2]([C:4]1[CH:9]=[CH:8][C:7]([NH2:10])=[CH:6][CH:5]=1)=[O:3].[NH2:11][C:12]1[CH:17]=[CH:16][CH:15]=[CH:14][CH:13]=1.[S:18](Cl)(Cl)(=[O:20])=[O:19].O. The catalyst is N1C=CC=CC=1. The product is [C:12]1([NH:11][S:18]([NH:10][C:7]2[CH:8]=[CH:9][C:4]([C:2](=[O:3])[CH3:1])=[CH:5][CH:6]=2)(=[O:20])=[O:19])[CH:17]=[CH:16][CH:15]=[CH:14][CH:13]=1. The yield is 0.200. (4) The reactants are [C:1]([O:5][C:6]([N:8]1[CH2:13][CH2:12][C:11](=O)[CH2:10][CH2:9]1)=[O:7])([CH3:4])([CH3:3])[CH3:2].[Cl:15][C:16]1[CH:22]=[CH:21][CH:20]=[CH:19][C:17]=1[NH2:18].C(O)(=O)C.C(O[BH-](OC(=O)C)OC(=O)C)(=O)C.[Na+].[OH-].[Na+]. The catalyst is CC.C(Cl)CCl. The product is [C:1]([O:5][C:6]([N:8]1[CH2:13][CH2:12][CH:11]([NH:18][C:17]2[CH:19]=[CH:20][CH:21]=[CH:22][C:16]=2[Cl:15])[CH2:10][CH2:9]1)=[O:7])([CH3:4])([CH3:3])[CH3:2]. The yield is 0.0820. (5) The reactants are [CH3:1][O:2][C:3]1[CH:8]=[CH:7][C:6]([S:9](=[O:16])(=[O:15])[NH:10][C:11]([CH3:14])([CH3:13])[CH3:12])=[CH:5][C:4]=1B(O)O.Br[C:21]1[CH:22]=[C:23]([C:31]([CH3:36])([CH3:35])[C:32]([O-:34])=[O:33])[CH:24]=[C:25]([CH:29]=[O:30])[C:26]=1[O:27][CH3:28].[C:37]1(C)C=CC=CC=1.C(=O)([O-])[O-].[K+].[K+]. The catalyst is CO.C1C=CC([P]([Pd]([P](C2C=CC=CC=2)(C2C=CC=CC=2)C2C=CC=CC=2)([P](C2C=CC=CC=2)(C2C=CC=CC=2)C2C=CC=CC=2)[P](C2C=CC=CC=2)(C2C=CC=CC=2)C2C=CC=CC=2)(C2C=CC=CC=2)C2C=CC=CC=2)=CC=1. The product is [C:11]([NH:10][S:9]([C:6]1[CH:7]=[CH:8][C:3]([O:2][CH3:1])=[C:4]([C:21]2[C:26]([O:27][CH3:28])=[C:25]([CH:29]=[O:30])[CH:24]=[C:23]([C:31]([CH3:36])([CH3:35])[C:32]([O:34][CH3:37])=[O:33])[CH:22]=2)[CH:5]=1)(=[O:16])=[O:15])([CH3:14])([CH3:13])[CH3:12]. The yield is 0.840. (6) The reactants are [CH3:1][O:2][C:3]([C:5]1[C:13]2[C:8](=[CH:9][C:10]([Br:14])=[CH:11][CH:12]=2)[NH:7][CH:6]=1)=[O:4].[H-].[Na+].[I-].[Na+].Cl.[CH3:20][N:21]([CH3:25])[CH2:22][CH2:23]Cl. The catalyst is CN(C=O)C. The product is [CH3:1][O:2][C:3]([C:5]1[C:13]2[C:8](=[CH:9][C:10]([Br:14])=[CH:11][CH:12]=2)[N:7]([CH2:23][CH2:22][N:21]([CH3:25])[CH3:20])[CH:6]=1)=[O:4]. The yield is 0.300. (7) The reactants are [C:1]([O:4][C:5]1[C:13]([CH3:14])=[CH:12][C:8]([C:9](O)=[O:10])=[CH:7][C:6]=1[CH3:15])(=[O:3])[CH3:2].C(Cl)(=O)C([Cl:19])=O. The catalyst is ClCCl.CN(C=O)C. The product is [Cl:19][C:9]([C:8]1[CH:12]=[C:13]([CH3:14])[C:5]([O:4][C:1](=[O:3])[CH3:2])=[C:6]([CH3:15])[CH:7]=1)=[O:10]. The yield is 1.00.